From a dataset of Forward reaction prediction with 1.9M reactions from USPTO patents (1976-2016). Predict the product of the given reaction. (1) Given the reactants Cl[C:2]1[N:3]=[C:4]([NH:19][CH2:20][C:21]([F:24])([F:23])[F:22])[C:5]2[N:11]=[C:10]([C:12]3[CH:17]=[CH:16][C:15]([F:18])=[CH:14][CH:13]=3)[CH:9]=[CH:8][C:6]=2[N:7]=1.[N:25]1([C:30]2[CH:31]=[C:32]([CH:35]=[CH:36][CH:37]=2)[CH2:33][NH2:34])[CH:29]=[N:28][CH:27]=[N:26]1.C(N(C(C)C)CC)(C)C.O.C(#N)C, predict the reaction product. The product is: [F:18][C:15]1[CH:16]=[CH:17][C:12]([C:10]2[CH:9]=[CH:8][C:6]3[N:7]=[C:2]([NH:34][CH2:33][C:32]4[CH:35]=[CH:36][CH:37]=[C:30]([N:25]5[CH:29]=[N:28][CH:27]=[N:26]5)[CH:31]=4)[N:3]=[C:4]([NH:19][CH2:20][C:21]([F:24])([F:23])[F:22])[C:5]=3[N:11]=2)=[CH:13][CH:14]=1. (2) Given the reactants [NH:1]1[C:9]2[C:4](=[CH:5][CH:6]=[CH:7][CH:8]=2)[C:3]([C:10]([OH:12])=[O:11])=[N:2]1.OS(O)(=O)=O.[CH3:18]O, predict the reaction product. The product is: [CH3:18][O:11][C:10]([C:3]1[C:4]2[C:9](=[CH:8][CH:7]=[CH:6][CH:5]=2)[NH:1][N:2]=1)=[O:12].